Dataset: Forward reaction prediction with 1.9M reactions from USPTO patents (1976-2016). Task: Predict the product of the given reaction. (1) Given the reactants [CH3:1][O:2][C:3]1[CH:4]=[N:5][C:6]2[C:11]([CH:12]=1)=[CH:10][CH:9]=[C:8](B1OC(C)(C)C(C)(C)O1)[CH:7]=2.Br[C:23]1[CH:28]=[CH:27][C:26]([S:29]([N:32]2[CH2:48][CH2:47][C:35]3([O:40][CH2:39][C:38](=[O:41])[N:37]([C:42]4([CH2:45][OH:46])[CH2:44][CH2:43]4)[CH2:36]3)[CH2:34][CH2:33]2)(=[O:31])=[O:30])=[CH:25][CH:24]=1.C(=O)([O-])[O-].[K+].[K+], predict the reaction product. The product is: [OH:46][CH2:45][C:42]1([N:37]2[CH2:36][C:35]3([CH2:34][CH2:33][N:32]([S:29]([C:26]4[CH:27]=[CH:28][C:23]([C:8]5[CH:7]=[C:6]6[C:11]([CH:12]=[C:3]([O:2][CH3:1])[CH:4]=[N:5]6)=[CH:10][CH:9]=5)=[CH:24][CH:25]=4)(=[O:30])=[O:31])[CH2:48][CH2:47]3)[O:40][CH2:39][C:38]2=[O:41])[CH2:43][CH2:44]1. (2) Given the reactants N1C=CC=CC=1.[C:7]([O:11][C:12]([N:14]1[CH2:19][CH2:18][CH:17]([O:20][C:21]2[CH:26]=[CH:25][CH:24]=[C:23]([NH2:27])[CH:22]=2)[CH2:16][CH2:15]1)=[O:13])([CH3:10])([CH3:9])[CH3:8].[Cl:28][C:29]1[CH:37]=[C:36]([F:38])[CH:35]=[CH:34][C:30]=1[C:31](Cl)=[O:32], predict the reaction product. The product is: [C:7]([O:11][C:12]([N:14]1[CH2:19][CH2:18][CH:17]([O:20][C:21]2[CH:26]=[CH:25][CH:24]=[C:23]([NH:27][C:31](=[O:32])[C:30]3[CH:34]=[CH:35][C:36]([F:38])=[CH:37][C:29]=3[Cl:28])[CH:22]=2)[CH2:16][CH2:15]1)=[O:13])([CH3:10])([CH3:8])[CH3:9]. (3) Given the reactants CC(C)([O-])C.[K+].C1(C)C=CC(S([CH2:16][N+:17]#[C-])(=O)=O)=CC=1.[CH3:20][O:21][C:22]1[CH:23]=[C:24]([CH:40]=[CH:41][C:42]=1[O:43][CH2:44][C:45]1[N:46]=[C:47]([C:51]2[CH:56]=[CH:55][CH:54]=[CH:53][CH:52]=2)[O:48][C:49]=1[CH3:50])[CH2:25][O:26][C:27]1[C:31]([CH:32]=O)=[CH:30][N:29]([C:34]2[CH:39]=[CH:38][CH:37]=[CH:36][CH:35]=2)[N:28]=1.[Cl-].[NH4+], predict the reaction product. The product is: [CH3:20][O:21][C:22]1[CH:23]=[C:24]([CH:40]=[CH:41][C:42]=1[O:43][CH2:44][C:45]1[N:46]=[C:47]([C:51]2[CH:56]=[CH:55][CH:54]=[CH:53][CH:52]=2)[O:48][C:49]=1[CH3:50])[CH2:25][O:26][C:27]1[C:31]([CH2:32][C:16]#[N:17])=[CH:30][N:29]([C:34]2[CH:35]=[CH:36][CH:37]=[CH:38][CH:39]=2)[N:28]=1.